Dataset: Peptide-MHC class I binding affinity with 185,985 pairs from IEDB/IMGT. Task: Regression. Given a peptide amino acid sequence and an MHC pseudo amino acid sequence, predict their binding affinity value. This is MHC class I binding data. The peptide sequence is ETVEWALKF. The MHC is HLA-A26:01 with pseudo-sequence HLA-A26:01. The binding affinity (normalized) is 0.879.